Dataset: Reaction yield outcomes from USPTO patents with 853,638 reactions. Task: Predict the reaction yield, written as a fraction of the theoretical maximum amount of product (1.0 means a 100% yield; for example, 0.34 means a 34% yield). (1) The reactants are [NH2:1][C:2]1[C:7]([C:8]2[N:17]([C:18]3[CH:23]=[CH:22][C:21]([C:24]4([NH:28][C:29](=[O:35])[O:30][C:31]([CH3:34])([CH3:33])[CH3:32])[CH2:27][CH2:26][CH2:25]4)=[CH:20][CH:19]=3)[C:11]3=[N:12][C:13](Cl)=[CH:14][CH:15]=[C:10]3[N:9]=2)=[CH:6][CH:5]=[CH:4][N:3]=1.CC1(C)C(C)(C)OB([C:44]2[CH:45]=[C:46]([NH:50][C:51]([CH:53]3[CH2:58][CH2:57][O:56][CH2:55][CH2:54]3)=[O:52])[CH:47]=[CH:48][CH:49]=2)O1.P([O-])([O-])([O-])=O.[K+].[K+].[K+]. The catalyst is O1CCOCC1.O. The product is [NH2:1][C:2]1[C:7]([C:8]2[N:17]([C:18]3[CH:23]=[CH:22][C:21]([C:24]4([NH:28][C:29](=[O:35])[O:30][C:31]([CH3:34])([CH3:33])[CH3:32])[CH2:27][CH2:26][CH2:25]4)=[CH:20][CH:19]=3)[C:11]3=[N:12][C:13]([C:44]4[CH:49]=[CH:48][CH:47]=[C:46]([NH:50][C:51]([CH:53]5[CH2:54][CH2:55][O:56][CH2:57][CH2:58]5)=[O:52])[CH:45]=4)=[CH:14][CH:15]=[C:10]3[N:9]=2)=[CH:6][CH:5]=[CH:4][N:3]=1. The yield is 0.510. (2) The reactants are [NH2:1][C@H:2]([C@@H:5]([OH:22])[C@H:6]([OH:21])[CH2:7][CH2:8][CH2:9][CH2:10][CH2:11][CH2:12][CH2:13][CH2:14][CH2:15][CH2:16][CH2:17][CH2:18][CH2:19][CH3:20])[CH2:3][OH:4].C([O-])(O)=O.[Na+].Cl[C:29]([O:31][CH2:32][C:33]1[CH:38]=[CH:37][CH:36]=[CH:35][CH:34]=1)=[O:30].C(Cl)Cl.CO. The catalyst is O1CCOCC1.CCOC(C)=O. The product is [CH2:32]([O:31][C:29]([NH:1][C@H:2]([C@@H:5]([OH:22])[C@H:6]([OH:21])[CH2:7][CH2:8][CH2:9][CH2:10][CH2:11][CH2:12][CH2:13][CH2:14][CH2:15][CH2:16][CH2:17][CH2:18][CH2:19][CH3:20])[CH2:3][OH:4])=[O:30])[C:33]1[CH:38]=[CH:37][CH:36]=[CH:35][CH:34]=1. The yield is 0.900. (3) The reactants are [OH:1][C:2]1[CH:3]=[C:4]([NH:8][C:9](=[O:11])[CH3:10])[CH:5]=[CH:6][CH:7]=1.C(NC1C=C(OC(=O)C)C=CC=1)=O.[CH3:25][C:26](=[CH2:30])[CH2:27][CH2:28]O.CCOC(/N=N/C(OCC)=O)=O.C1C=CC(P(C2C=CC=CC=2)C2C=CC=CC=2)=CC=1. The catalyst is C1C=CC=CC=1.O. The product is [CH3:30][C:26](=[CH2:25])[CH2:27][CH2:28][O:1][C:2]1[CH:3]=[C:4]([NH:8][C:9](=[O:11])[CH3:10])[CH:5]=[CH:6][CH:7]=1. The yield is 0.520. (4) The reactants are [CH2:1]1[O:9][C:8]2[CH:7]=[CH:6][C:5]([C:10]3(O)[C:18]4[C:13](=[CH:14][CH:15]=[CH:16][CH:17]=4)[C:12]([C:19]4[CH:24]=[CH:23][C:22]5[O:25][CH2:26][O:27][C:21]=5[CH:20]=4)=[C:11]3[C:28]([O:30]CC)=[O:29])=[CH:4][C:3]=2[O:2]1.[Mg].BrC1C=CC2OCOC=2C=1.C1OC2C=CC([Mg]Br)=CC=2O1.C1OC2C=CC(C3C4C(=CC=CC=4)C(=O)C=3C(OCC)=O)=CC=2O1.Cl. The catalyst is C1COCC1.CCOCC.C1COCC1. The product is [CH2:1]1[O:9][C:8]2[CH:7]=[CH:6][C:5]([CH:10]3[C:18]4[C:13](=[CH:14][CH:15]=[CH:16][CH:17]=4)[CH:12]([C:19]4[CH:24]=[CH:23][C:22]5[O:25][CH2:26][O:27][C:21]=5[CH:20]=4)[CH:11]3[C:28]([OH:30])=[O:29])=[CH:4][C:3]=2[O:2]1. The yield is 0.420. (5) The reactants are [C:1]([O:5][C:6]([N:8]1[CH2:12][CH2:11][CH2:10][CH:9]1[C:13]([OH:15])=[O:14])=[O:7])([CH3:4])([CH3:3])[CH3:2].[CH2:16]1[CH2:21][CH2:20][CH:19](N=C=N[CH:16]2[CH2:21][CH2:20][CH2:19][CH2:18][CH2:17]2)[CH2:18][CH2:17]1.C1(O)C=CC=CC=1. The catalyst is C(Cl)Cl.C(OCC)(=O)C. The product is [N:8]1([C:6]([O:5][C:1]([CH3:4])([CH3:2])[CH3:3])=[O:7])[CH2:12][CH2:11][CH2:10][CH:9]1[C:13]([O:15][C:16]1[CH:21]=[CH:20][CH:19]=[CH:18][CH:17]=1)=[O:14]. The yield is 0.800. (6) The reactants are [C:1]([O:4][C@@H:5]1[CH2:24][CH2:23][C@@:22]2([CH2:25][O:26][CH3:27])[C@@H:7]([CH2:8][CH2:9][C@@H:10]3[C@@H:21]2[CH2:20][CH2:19][C@@:18]2([CH3:28])[C@H:11]3[CH2:12][CH2:13][C@@H:14]2[C:15](=[O:17])[CH3:16])[CH2:6]1)(=[O:3])[CH3:2].[C:29]([O-:32])(=[O:31])[CH3:30].[C:29]([O-:32])(=[O:31])[CH3:30].[C:29]([O-:32])(=[O:31])[CH3:30].[C:29]([O-:32])(=[O:31])[CH3:30].[Pb+4].O. The catalyst is C1C=CC=CC=1.CO. The product is [C:1]([O:4][C@@H:5]1[CH2:24][CH2:23][C@@:22]2([CH2:25][O:26][CH3:27])[C@@H:7]([CH2:8][CH2:9][C@@H:10]3[C@@H:21]2[CH2:20][CH2:19][C@@:18]2([CH3:28])[C@H:11]3[CH2:12][CH2:13][C@@H:14]2[C:15](=[O:17])[CH2:16][O:32][C:29](=[O:31])[CH3:30])[CH2:6]1)(=[O:3])[CH3:2]. The yield is 0.630. (7) The reactants are [F:1][C:2]1[CH:3]=[CH:4][C:5]([C@@H:8]([NH:10][C:11](=[O:13])C)[CH3:9])=[N:6][CH:7]=1.[C:14]([O:18]C(OC([O:18][C:14]([CH3:17])([CH3:16])[CH3:15])=O)=O)([CH3:17])([CH3:16])[CH3:15].O.[OH-].[Li+].O. The catalyst is CN(C1C=CN=CC=1)C.C1COCC1.CCOCC. The product is [F:1][C:2]1[CH:3]=[CH:4][C:5]([C@@H:8]([NH:10][C:11](=[O:13])[O:18][C:14]([CH3:17])([CH3:16])[CH3:15])[CH3:9])=[N:6][CH:7]=1. The yield is 0.940. (8) The reactants are [Cl:1][C:2]1[CH:3]=[CH:4][C:5]2[N:6]([C:8]([CH2:14][C:15]3[C:20]([F:21])=[CH:19][CH:18]=[C:17]([F:22])[C:16]=3[F:23])=[N:9][C:10]=2[C:11](=[NH:13])[NH2:12])[CH:7]=1.C([N:26](CC)CC)C.O.NN. The catalyst is C(O)C. The product is [Cl:1][C:2]1[CH:3]=[CH:4][C:5]2[N:6]([C:8]([CH2:14][C:15]3[C:20]([F:21])=[CH:19][CH:18]=[C:17]([F:22])[C:16]=3[F:23])=[N:9][C:10]=2[C:11](=[NH:12])[NH:13][NH2:26])[CH:7]=1. The yield is 0.860.